From a dataset of TCR-epitope binding with 47,182 pairs between 192 epitopes and 23,139 TCRs. Binary Classification. Given a T-cell receptor sequence (or CDR3 region) and an epitope sequence, predict whether binding occurs between them. (1) The epitope is HLVDFQVTI. The TCR CDR3 sequence is CASSSGLAVVGELFF. Result: 1 (the TCR binds to the epitope). (2) The epitope is GTITVEELK. The TCR CDR3 sequence is CASSPGTATWSPLHF. Result: 0 (the TCR does not bind to the epitope). (3) The epitope is RAKFKQLL. The TCR CDR3 sequence is CASSPDSYEQYF. Result: 0 (the TCR does not bind to the epitope). (4) The epitope is KLNVGDYFV. The TCR CDR3 sequence is CASSYTLGQDYTEAFF. Result: 1 (the TCR binds to the epitope). (5) The epitope is HLVDFQVTI. The TCR CDR3 sequence is CASSRWAETQYF. Result: 0 (the TCR does not bind to the epitope). (6) The epitope is KLSYGIATV. The TCR CDR3 sequence is CASSTGGMGNQPQHF. Result: 0 (the TCR does not bind to the epitope). (7) The epitope is RTLNAWVKV. The TCR CDR3 sequence is CASSTVGSSGNTIYF. Result: 1 (the TCR binds to the epitope).